From a dataset of Forward reaction prediction with 1.9M reactions from USPTO patents (1976-2016). Predict the product of the given reaction. (1) Given the reactants [Cl:1][C:2]1[CH:7]=[CH:6][C:5]([N:8]([C@H:12]2[C:21]3[C:16](=[CH:17][CH:18]=[CH:19][CH:20]=3)[N:15]([C:22](=[O:30])[C:23]3[CH:28]=[CH:27][C:26]([OH:29])=[CH:25][CH:24]=3)[C@@H:14]([CH3:31])[CH2:13]2)[C:9](=[O:11])[CH3:10])=[CH:4][CH:3]=1.C([O-])([O-])=O.[K+].[K+].Br[CH2:39][CH2:40][CH2:41][N:42]1[CH:46]=[CH:45][CH:44]=[N:43]1.BrCCCBr.N1C=CC=N1.[H-].[Na+], predict the reaction product. The product is: [Cl:1][C:2]1[CH:3]=[CH:4][C:5]([N:8]([C@H:12]2[C:21]3[C:16](=[CH:17][CH:18]=[CH:19][CH:20]=3)[N:15]([C:22](=[O:30])[C:23]3[CH:24]=[CH:25][C:26]([O:29][CH2:39][CH2:40][CH2:41][N:42]4[CH:46]=[CH:45][CH:44]=[N:43]4)=[CH:27][CH:28]=3)[C@@H:14]([CH3:31])[CH2:13]2)[C:9](=[O:11])[CH3:10])=[CH:6][CH:7]=1. (2) Given the reactants [CH3:1][C:2]([O:5][C:6]([NH:8][C@H:9]([CH2:13][CH3:14])[C:10]([OH:12])=O)=[O:7])([CH3:4])[CH3:3].CCN([CH:21]([CH3:23])[CH3:22])C(C)C.CN(C(ON1N=[N:39][C:34]2[CH:35]=[CH:36][CH:37]=[N:38][C:33]1=2)=[N+](C)C)C.F[P-](F)(F)(F)(F)F.CC1(C)[C:53]2[C:54]([O:58]C3N=CC(N)=CC=3)=[CH:55][CH:56]=[CH:57][C:52]=2[O:51]C1.[CH3:67]N(C=O)C, predict the reaction product. The product is: [CH3:67][C:21]1([CH3:22])[CH2:23][C:53]2[C:54]([O:58][C:37]3[N:38]=[CH:33][C:34]([NH:39][C:10]([C@H:9]([NH:8][C:6](=[O:7])[O:5][C:2]([CH3:1])([CH3:3])[CH3:4])[CH2:13][CH3:14])=[O:12])=[CH:35][CH:36]=3)=[CH:55][CH:56]=[CH:57][C:52]=2[O:51]1. (3) Given the reactants ClC1C=CC(N[CH2:12][C:13]2[C:22]3[C:17](=[CH:18][CH:19]=[CH:20][CH:21]=3)[CH:16]=[CH:15][CH:14]=2)=C(C=1)C(O)=O.[ClH:23].[CH3:24][O:25][C:26](=[O:49])[C@@H:27]([NH2:48])[CH2:28][C:29]1[CH:34]=[CH:33][C:32]([C:35]2[CH:40]=[CH:39][CH:38]=[CH:37][C:36]=2[O:41][C:42]2[CH:47]=[CH:46][CH:45]=[CH:44][CH:43]=2)=[CH:31][CH:30]=1, predict the reaction product. The product is: [CH3:24][O:25][C:26](=[O:49])[CH:27]([NH:48][CH2:12][C:13]1[C:22]2[C:17](=[CH:18][CH:19]=[CH:20][CH:21]=2)[CH:16]=[CH:15][CH:14]=1)[CH2:28][C:29]1[C:30]([Cl:23])=[CH:31][C:32]([C:35]2[CH:40]=[CH:39][CH:38]=[CH:37][C:36]=2[O:41][C:42]2[CH:47]=[CH:46][CH:45]=[CH:44][CH:43]=2)=[CH:33][CH:34]=1. (4) Given the reactants [CH3:1][O:2][C:3]1[CH:4]=[C:5](B(O)O)[CH:6]=[CH:7][C:8]=1[O:9][CH3:10].[N:14]1([CH2:19][C:20]2[CH:21]=[CH:22][C:23](Br)=[N:24][CH:25]=2)[CH:18]=[CH:17][N:16]=[CH:15]1, predict the reaction product. The product is: [CH3:1][O:2][C:3]1[CH:4]=[C:5]([C:23]2[CH:22]=[CH:21][C:20]([CH2:19][N:14]3[CH:18]=[CH:17][N:16]=[CH:15]3)=[CH:25][N:24]=2)[CH:6]=[CH:7][C:8]=1[O:9][CH3:10]. (5) The product is: [C:34]([CH2:33][C@@H:32]([NH:31][C:14]([C:16]1[S:17][CH:18]=[CH:19][C:20]=1[NH:21][C:22]1[CH:27]=[CH:26][N:25]=[C:24]2[NH:28][CH:29]=[CH:30][C:23]=12)=[O:15])[C:37]1[CH:42]=[CH:41][CH:40]=[CH:39][CH:38]=1)(=[O:35])[NH2:36]. Given the reactants C(OC(N1CCC(N[C:14]([C:16]2[S:17][CH:18]=[CH:19][C:20]=2[NH:21][C:22]2[CH:27]=[CH:26][N:25]=[C:24]3[NH:28][CH:29]=[CH:30][C:23]=23)=[O:15])C1)=O)(C)(C)C.[NH2:31][C@@H:32]([C:37]1[CH:42]=[CH:41][CH:40]=[CH:39][CH:38]=1)[CH2:33][C:34]([NH2:36])=[O:35], predict the reaction product. (6) Given the reactants [Cl:1][C:2]1[CH:7]=[CH:6][C:5]([C:8]2[CH:9]=[N:10][CH:11]=[CH:12][C:13]=2[C:14]([O:16]C)=[O:15])=[CH:4][C:3]=1[C:18]([NH:20][CH2:21][C:22]12[CH2:31][CH:26]3[CH2:27][CH:28]([CH2:30][CH:24]([CH2:25]3)[CH2:23]1)[CH2:29]2)=[O:19].[OH-].[K+].CO, predict the reaction product. The product is: [Cl:1][C:2]1[CH:7]=[CH:6][C:5]([C:8]2[CH:9]=[N:10][CH:11]=[CH:12][C:13]=2[C:14]([OH:16])=[O:15])=[CH:4][C:3]=1[C:18]([NH:20][CH2:21][C:22]12[CH2:31][CH:26]3[CH2:27][CH:28]([CH2:30][CH:24]([CH2:25]3)[CH2:23]1)[CH2:29]2)=[O:19]. (7) The product is: [Br:11][C:8]1[CH:9]=[C:4]([O:3][CH2:1][CH3:2])[CH:5]=[CH:6][C:7]=1[OH:10]. Given the reactants [CH2:1]([O:3][C:4]1[CH:9]=[CH:8][C:7]([OH:10])=[CH:6][CH:5]=1)[CH3:2].[Br:11]Br, predict the reaction product. (8) The product is: [Cl:8][C:9]1[CH:10]=[CH:11][C:12]([OH:23])=[C:13]([CH:14]=[CH:15][C:16]2[CH:17]=[CH:18][CH:19]=[CH:20][CH:21]=2)[CH:22]=1. Given the reactants B(Br)(Br)Br.ClCCl.[Cl:8][C:9]1[CH:10]=[CH:11][C:12]([O:23]C)=[C:13]([CH:22]=1)[CH:14]=[CH:15][C:16]1[CH:21]=[CH:20][CH:19]=[CH:18][CH:17]=1, predict the reaction product. (9) Given the reactants [NH2:1][CH:2]([C:7]([C:9]1[CH:14]=[CH:13][CH:12]=[C:11]([CH2:15][O:16][CH3:17])[CH:10]=1)=[O:8])[C:3]([O:5][CH3:6])=[O:4].[C:18]([O-])(=[O:20])[CH3:19].[Na+].C(OC(=O)C)(=O)C, predict the reaction product. The product is: [C:18]([NH:1][CH:2]([C:7]([C:9]1[CH:14]=[CH:13][CH:12]=[C:11]([CH2:15][O:16][CH3:17])[CH:10]=1)=[O:8])[C:3]([O:5][CH3:6])=[O:4])(=[O:20])[CH3:19].